Dataset: NCI-60 drug combinations with 297,098 pairs across 59 cell lines. Task: Regression. Given two drug SMILES strings and cell line genomic features, predict the synergy score measuring deviation from expected non-interaction effect. (1) Synergy scores: CSS=42.1, Synergy_ZIP=-19.5, Synergy_Bliss=-13.9, Synergy_Loewe=-10.6, Synergy_HSA=-7.76. Drug 2: C1=C(C(=O)NC(=O)N1)F. Drug 1: C1=C(C(=O)NC(=O)N1)N(CCCl)CCCl. Cell line: SK-MEL-5. (2) Drug 1: C1CCN(CC1)CCOC2=CC=C(C=C2)C(=O)C3=C(SC4=C3C=CC(=C4)O)C5=CC=C(C=C5)O. Drug 2: C1=C(C(=O)NC(=O)N1)N(CCCl)CCCl. Cell line: MOLT-4. Synergy scores: CSS=70.4, Synergy_ZIP=3.82, Synergy_Bliss=3.74, Synergy_Loewe=0.722, Synergy_HSA=5.32. (3) Drug 1: CCC1=CC2CC(C3=C(CN(C2)C1)C4=CC=CC=C4N3)(C5=C(C=C6C(=C5)C78CCN9C7C(C=CC9)(C(C(C8N6C)(C(=O)OC)O)OC(=O)C)CC)OC)C(=O)OC.C(C(C(=O)O)O)(C(=O)O)O. Drug 2: CCCS(=O)(=O)NC1=C(C(=C(C=C1)F)C(=O)C2=CNC3=C2C=C(C=N3)C4=CC=C(C=C4)Cl)F. Cell line: LOX IMVI. Synergy scores: CSS=51.8, Synergy_ZIP=-10.1, Synergy_Bliss=-5.09, Synergy_Loewe=-7.00, Synergy_HSA=1.69. (4) Drug 1: CNC(=O)C1=CC=CC=C1SC2=CC3=C(C=C2)C(=NN3)C=CC4=CC=CC=N4. Drug 2: CC1C(C(CC(O1)OC2CC(OC(C2O)C)OC3=CC4=CC5=C(C(=O)C(C(C5)C(C(=O)C(C(C)O)O)OC)OC6CC(C(C(O6)C)O)OC7CC(C(C(O7)C)O)OC8CC(C(C(O8)C)O)(C)O)C(=C4C(=C3C)O)O)O)O. Cell line: NCI-H322M. Synergy scores: CSS=0.257, Synergy_ZIP=0.593, Synergy_Bliss=3.72, Synergy_Loewe=3.02, Synergy_HSA=2.10. (5) Drug 1: CCN(CC)CCNC(=O)C1=C(NC(=C1C)C=C2C3=C(C=CC(=C3)F)NC2=O)C. Drug 2: CN1C2=C(C=C(C=C2)N(CCCl)CCCl)N=C1CCCC(=O)O.Cl. Cell line: SK-MEL-5. Synergy scores: CSS=17.2, Synergy_ZIP=-4.73, Synergy_Bliss=-11.7, Synergy_Loewe=12.2, Synergy_HSA=-8.25. (6) Drug 1: C1=CC(=CC=C1CCC2=CNC3=C2C(=O)NC(=N3)N)C(=O)NC(CCC(=O)O)C(=O)O. Cell line: HL-60(TB). Synergy scores: CSS=74.4, Synergy_ZIP=1.06, Synergy_Bliss=-0.105, Synergy_Loewe=2.59, Synergy_HSA=4.41. Drug 2: C1C(C(OC1N2C=NC(=NC2=O)N)CO)O.